This data is from Catalyst prediction with 721,799 reactions and 888 catalyst types from USPTO. The task is: Predict which catalyst facilitates the given reaction. Reactant: [CH3:1][Si:2]([C:5]#[CH:6])([CH3:4])[CH3:3].[Li][CH2:8]CCC.[Si:12]([O:29][C@@H:30]1[CH2:47][CH2:46][C@@:45]2([CH3:48])[C@@H:32]([CH2:33][CH2:34][C@@H:35]3[C@@H:44]2[CH2:43][CH2:42][C@@:40]2([CH3:41])[C@H:36]3[CH2:37][CH2:38][C@@H:39]2[CH:49]=[O:50])[CH2:31]1)([C:25]([CH3:28])([CH3:27])[CH3:26])([C:19]1[CH:24]=[CH:23][CH:22]=[CH:21][CH:20]=1)[C:13]1[CH:18]=[CH:17][CH:16]=[CH:15][CH:14]=1.IC. Product: [CH3:1][Si:2]([CH3:4])([CH3:3])[C:5]#[C:6][CH:49]([O:50][CH3:8])[C@H:39]1[CH2:38][CH2:37][C@H:36]2[C@H:35]3[C@H:44]([CH2:43][CH2:42][C@:40]12[CH3:41])[C@:45]1([CH3:48])[C@H:32]([CH2:31][C@H:30]([O:29][Si:12]([C:25]([CH3:28])([CH3:27])[CH3:26])([C:19]2[CH:20]=[CH:21][CH:22]=[CH:23][CH:24]=2)[C:13]2[CH:14]=[CH:15][CH:16]=[CH:17][CH:18]=2)[CH2:47][CH2:46]1)[CH2:33][CH2:34]3. The catalyst class is: 1.